From a dataset of HIV replication inhibition screening data with 41,000+ compounds from the AIDS Antiviral Screen. Binary Classification. Given a drug SMILES string, predict its activity (active/inactive) in a high-throughput screening assay against a specified biological target. (1) The molecule is CN1NC(=N)c2cn(C3OC(CO)C(O)C3O)c3ncnc1c23. The result is 1 (active). (2) The result is 0 (inactive). The drug is CC#CCCC1CCCCN(C(=O)OC(C)(C)C)C1OCC.